This data is from Catalyst prediction with 721,799 reactions and 888 catalyst types from USPTO. The task is: Predict which catalyst facilitates the given reaction. Reactant: [OH:1][C:2]1[CH:7]=[CH:6][C:5]([N:8]2[C:13](=[O:14])[C:12]([CH2:15][C:16]3[CH:21]=[CH:20][C:19]([C:22]4[C:23]([C:28]#[N:29])=[CH:24][CH:25]=[CH:26][CH:27]=4)=[CH:18][CH:17]=3)=[C:11]([CH2:30][CH2:31][CH3:32])[N:10]=[C:9]2[CH3:33])=[CH:4][CH:3]=1.[Si](O[CH:42]1[CH2:48][CH2:47][CH2:46][CH:45]([OH:49])[CH2:44][CH2:43]1)(C(C)(C)C)(C)C.C1(P(C2C=CC=CC=2)C2C=CC=CC=2)C=CC=CC=1.[N:70]([C:71]([O:73]C(C)C)=[O:72])=[N:70][C:71]([O:73]C(C)C)=[O:72]. Product: [OH:49][CH:45]1[CH2:44][CH2:43][CH2:42][CH:48]([O:1][C:2]2[CH:3]=[CH:4][C:5]([N:8]3[C:13](=[O:14])[C:12]([CH2:15][C:16]4[CH:21]=[CH:20][C:19]([C:22]5[CH:27]=[CH:26][CH:25]=[CH:24][C:23]=5[C:28]5[NH:70][C:71](=[O:72])[O:73][N:29]=5)=[CH:18][CH:17]=4)=[C:11]([CH2:30][CH2:31][CH3:32])[N:10]=[C:9]3[CH3:33])=[CH:6][CH:7]=2)[CH2:47][CH2:46]1. The catalyst class is: 253.